This data is from Full USPTO retrosynthesis dataset with 1.9M reactions from patents (1976-2016). The task is: Predict the reactants needed to synthesize the given product. (1) Given the product [ClH:37].[ClH:37].[N:1]1[N:2]=[C:3]([C:10]2[CH:19]=[CH:18][C:17]3[C:12](=[C:13]([O:21][CH:22]4[CH2:27][CH2:26][NH:25][CH2:24][C:23]4([F:36])[F:35])[CH:14]=[C:15]([F:20])[CH:16]=3)[N:11]=2)[N:4]2[CH:9]=[CH:8][CH:7]=[CH:6][C:5]=12, predict the reactants needed to synthesize it. The reactants are: [N:1]1[N:2]=[C:3]([C:10]2[CH:19]=[CH:18][C:17]3[C:12](=[C:13]([O:21][CH:22]4[CH2:27][CH2:26][N:25](C(OC(C)(C)C)=O)[CH2:24][C:23]4([F:36])[F:35])[CH:14]=[C:15]([F:20])[CH:16]=3)[N:11]=2)[N:4]2[CH:9]=[CH:8][CH:7]=[CH:6][C:5]=12.[ClH:37].O1CCOCC1.CCOCC. (2) Given the product [Cl:7][C:8]1[CH:9]=[C:10]2[C:11]([C:14](=[O:17])[C:15]([CH3:1])=[CH:16][N:18]2[C:19]2[CH:24]=[CH:23][CH:22]=[CH:21][C:20]=2[Cl:25])=[CH:12][CH:13]=1, predict the reactants needed to synthesize it. The reactants are: [C:1](Cl)(=O)C(Cl)=O.[Cl:7][C:8]1[CH:13]=[CH:12][C:11]([C:14](=[O:17])[CH2:15][CH3:16])=[C:10]([NH:18][C:19]2[CH:24]=[CH:23][CH:22]=[CH:21][C:20]=2[Cl:25])[CH:9]=1. (3) Given the product [NH2:22][C:17]([CH3:21])([CH2:18][CH2:19][CH3:20])[CH2:16][NH:15][C:13]([C:9]1[N:4]2[CH:5]=[C:6]([CH3:8])[CH:7]=[C:2]([O:1][CH2:33][C:32]3[CH:35]=[CH:36][CH:37]=[CH:38][C:31]=3[Br:30])[C:3]2=[N:11][C:10]=1[CH3:12])=[O:14], predict the reactants needed to synthesize it. The reactants are: [OH:1][C:2]1[C:3]2[N:4]([C:9]([C:13]([NH:15][CH2:16][C:17]([NH:22]C(=O)OC(C)(C)C)([CH3:21])[CH2:18][CH2:19][CH3:20])=[O:14])=[C:10]([CH3:12])[N:11]=2)[CH:5]=[C:6]([CH3:8])[CH:7]=1.[Br:30][C:31]1[CH:38]=[CH:37][CH:36]=[CH:35][C:32]=1[CH2:33]Br.C(=O)([O-])[O-].[Cs+].[Cs+].[I-].[K+].Cl. (4) Given the product [O:1]=[C:2]([C:9]1[O:10][C:11]([C:14]2[CH:19]=[CH:18][CH:17]=[CH:16][N:15]=2)=[CH:12][N:13]=1)[CH2:3][CH2:4][CH2:5][CH2:6][C:7]#[C:8][C:21]1[CH:26]=[CH:25][CH:24]=[CH:23][C:22]=1[N+:27]([O-:29])=[O:28], predict the reactants needed to synthesize it. The reactants are: [O:1]=[C:2]([C:9]1[O:10][C:11]([C:14]2[CH:19]=[CH:18][CH:17]=[CH:16][N:15]=2)=[CH:12][N:13]=1)[CH2:3][CH2:4][CH2:5][CH2:6][C:7]#[CH:8].I[C:21]1[CH:26]=[CH:25][CH:24]=[CH:23][C:22]=1[N+:27]([O-:29])=[O:28].